Dataset: Full USPTO retrosynthesis dataset with 1.9M reactions from patents (1976-2016). Task: Predict the reactants needed to synthesize the given product. (1) Given the product [N+:12]([C:3]1[CH:4]=[C:5]([C:8]([F:11])([F:10])[F:9])[CH:6]=[CH:7][C:2]=1[N:25]1[CH2:26][CH2:27][CH2:28][CH:23]([NH:22][C:15](=[O:16])[O:17][C:18]([CH3:20])([CH3:19])[CH3:21])[CH2:24]1)([O-:14])=[O:13], predict the reactants needed to synthesize it. The reactants are: F[C:2]1[CH:7]=[CH:6][C:5]([C:8]([F:11])([F:10])[F:9])=[CH:4][C:3]=1[N+:12]([O-:14])=[O:13].[C:15]([NH:22][CH:23]1[CH2:28][CH2:27][CH2:26][NH:25][CH2:24]1)([O:17][C:18]([CH3:21])([CH3:20])[CH3:19])=[O:16]. (2) Given the product [CH2:1]([C:3]1[C:8](=[O:9])[NH:7][C:6]([CH3:11])=[C:5]([C:12]2[S:16][C:15]([CH:17]=[O:18])=[CH:14][CH:13]=2)[CH:4]=1)[CH3:2], predict the reactants needed to synthesize it. The reactants are: [CH2:1]([C:3]1[CH:4]=[C:5]([C:12]2[S:16][C:15]([CH:17]=[O:18])=[CH:14][CH:13]=2)[C:6]([CH3:11])=[N:7][C:8]=1[O:9]C)[CH3:2].[I-].[K+].Cl[Si](C)(C)C.